Predict the reactants needed to synthesize the given product. From a dataset of Full USPTO retrosynthesis dataset with 1.9M reactions from patents (1976-2016). (1) Given the product [CH2:23]([N:10]([C@H:7]([C:1]1[CH:6]=[CH:5][CH:4]=[CH:3][CH:2]=1)[CH:8]=[CH2:9])[CH:11]1[CH2:15][CH2:14][CH2:13][CH2:12]1)[C:24]1[CH:29]=[CH:28][CH:27]=[CH:26][CH:25]=1, predict the reactants needed to synthesize it. The reactants are: [C:1]1([C@@H:7]([NH:10][CH:11]2[CH2:15][CH2:14][CH2:13][CH2:12]2)[CH:8]=[CH2:9])[CH:6]=[CH:5][CH:4]=[CH:3][CH:2]=1.C(NC(C)C)(C)C.[C:23](Cl)(=O)[C:24]1[CH:29]=[CH:28][CH:27]=[CH:26][CH:25]=1. (2) Given the product [CH3:1][C@@:2]([OH:34])([C:30]([CH3:33])([CH3:32])[CH3:31])[C@@H:3]1[C@:8]2([O:28][CH3:29])[C@@H:9]3[O:23][C:18]4=[C:19]([OH:22])[CH:20]=[CH:21][C:16]5=[C:17]4[C@:10]43[CH2:11][CH2:12][N:13]([CH2:24][CH:25]3[CH2:26][CH2:27]3)[C@H:14]([CH2:15]5)[C@@:5]4([CH2:6][CH2:7]2)[CH2:4]1.[C:36]([O-:41])(=[O:22])[C:37]([CH3:40])([CH3:39])[CH3:38], predict the reactants needed to synthesize it. The reactants are: [CH3:1][C@@:2]([OH:34])([C:30]([CH3:33])([CH3:32])[CH3:31])[C@@H:3]1[C@:8]2([O:28][CH3:29])[C@@H:9]3[O:23][C:18]4=[C:19]([OH:22])[CH:20]=[CH:21][C:16]5=[C:17]4[C@:10]43[CH2:11][CH2:12][N:13]([CH2:24][CH:25]3[CH2:27][CH2:26]3)[C@H:14]([CH2:15]5)[C@@:5]4([CH2:6][CH2:7]2)[CH2:4]1.Cl.[C:36](Cl)(=[O:41])[C:37]([CH3:40])([CH3:39])[CH3:38]. (3) Given the product [F:22][C:23]([F:31])([F:30])[C:24]([C:7]1[CH:6]=[C:5]2[C:10](=[CH:9][CH:8]=1)[NH:1][CH:2]([CH2:11][C:12]([O:14][CH2:15][C:16]1[CH:17]=[CH:18][CH:19]=[CH:20][CH:21]=1)=[O:13])[CH2:3][CH2:4]2)([OH:29])[C:25]([F:28])([F:27])[F:26], predict the reactants needed to synthesize it. The reactants are: [NH:1]1[C:10]2[C:5](=[CH:6][CH:7]=[CH:8][CH:9]=2)[CH2:4][CH2:3][CH:2]1[CH2:11][C:12]([O:14][CH2:15][C:16]1[CH:21]=[CH:20][CH:19]=[CH:18][CH:17]=1)=[O:13].[F:22][C:23]([F:31])([F:30])[C:24](=[O:29])[C:25]([F:28])([F:27])[F:26].O. (4) Given the product [N:39]1([CH2:43][CH2:44][O:1][C:2]2[CH:38]=[CH:37][C:5]([CH2:6][CH2:8][CH2:9][CH2:10][NH:11][C:12]3[CH:17]=[C:16]([O:18][CH3:19])[CH:15]=[CH:14][C:13]=3[CH:20]3[CH2:29][CH2:28][C:27]4[CH:26]=[C:25]([OH:30])[CH:24]=[CH:23][C:22]=4[CH2:21]3)=[CH:4][CH:3]=2)[CH2:42][CH2:41][CH2:40]1, predict the reactants needed to synthesize it. The reactants are: [OH:1][C:2]1[CH:38]=[CH:37][C:5]([C:6]([CH2:8][CH2:9][CH2:10][NH:11][C:12]2[CH:17]=[C:16]([O:18][CH3:19])[CH:15]=[CH:14][C:13]=2[CH:20]2[CH2:29][CH2:28][C:27]3[CH:26]=[C:25]([O:30]C(=O)C(C)(C)C)[CH:24]=[CH:23][C:22]=3[CH2:21]2)=O)=[CH:4][CH:3]=1.[N:39]1([C:43](=O)[CH2:44]Cl)[CH2:42][CH2:41][CH2:40]1. (5) Given the product [ClH:27].[ClH:27].[CH3:20][C@H:10]1[C@H:11]([N:14]2[CH2:18][CH2:17][CH2:16][CH2:15]2)[CH2:12][CH2:13][NH:8][CH2:9]1, predict the reactants needed to synthesize it. The reactants are: C(OC([N:8]1[CH2:13][CH2:12][C@@H:11]([N:14]2[CH2:18][CH2:17][CH2:16][C:15]2=O)[C@H:10]([CH3:20])[CH2:9]1)=O)(C)(C)C.[H-].[Al+3].[Li+].[H-].[H-].[H-].[ClH:27]. (6) Given the product [N:16]1[CH:21]=[CH:20][CH:19]=[CH:18][C:17]=1[C:2]1[CH:15]=[CH:14][C:5]([CH2:6][N:7]2[C:11](=[O:12])[CH2:10][O:9][C:8]2=[O:13])=[CH:4][CH:3]=1, predict the reactants needed to synthesize it. The reactants are: Br[C:2]1[CH:15]=[CH:14][C:5]([CH2:6][N:7]2[C:11](=[O:12])[CH2:10][O:9][C:8]2=[O:13])=[CH:4][CH:3]=1.[N:16]1[CH:21]=[CH:20][CH:19]=[CH:18][C:17]=1[Sn](CCCC)(CCCC)CCCC.[Cl-].[Li+].